Dataset: Forward reaction prediction with 1.9M reactions from USPTO patents (1976-2016). Task: Predict the product of the given reaction. (1) Given the reactants [NH:1]1[CH2:7][CH2:6][CH2:5][NH:4][CH2:3][CH2:2]1.[F:8][C:9]1[CH:10]=[C:11]([N+:16]([O-:18])=[O:17])[CH:12]=[CH:13][C:14]=1F, predict the reaction product. The product is: [F:8][C:9]1[CH:10]=[C:11]([N+:16]([O-:18])=[O:17])[CH:12]=[CH:13][C:14]=1[N:1]1[CH2:7][CH2:6][CH2:5][NH:4][CH2:3][CH2:2]1. (2) Given the reactants [CH3:1][N:2]1[C:6]([C:7]2[S:11][CH:10]=[C:9]([C:12]([OH:14])=O)[CH:8]=2)=[CH:5][CH:4]=[N:3]1.C1CN([P+](Br)(N2CCCC2)N2CCCC2)CC1.F[P-](F)(F)(F)(F)F.C(N(C(C)C)CC)(C)C.Cl.[NH2:49][C@@H:50]([CH2:63][C:64]1[CH:69]=[CH:68][CH:67]=[CH:66][C:65]=1[C:70]([F:73])([F:72])[F:71])[CH2:51][N:52]1[C:60](=[O:61])[C:59]2[C:54](=[CH:55][CH:56]=[CH:57][CH:58]=2)[C:53]1=[O:62], predict the reaction product. The product is: [O:61]=[C:60]1[C:59]2[C:54](=[CH:55][CH:56]=[CH:57][CH:58]=2)[C:53](=[O:62])[N:52]1[CH2:51][C@@H:50]([NH:49][C:12]([C:9]1[CH:8]=[C:7]([C:6]2[N:2]([CH3:1])[N:3]=[CH:4][CH:5]=2)[S:11][CH:10]=1)=[O:14])[CH2:63][C:64]1[CH:69]=[CH:68][CH:67]=[CH:66][C:65]=1[C:70]([F:72])([F:71])[F:73]. (3) Given the reactants [F:1][C:2]1[CH:31]=[CH:30][C:5]([CH2:6][N:7]([C:20]2[S:24][C:23]3[CH:25]=[CH:26][CH:27]=[CH:28][C:22]=3[C:21]=2[CH3:29])[S:8]([C:11]2[CH:16]=[CH:15][C:14]([C:17]([OH:19])=[O:18])=[CH:13][CH:12]=2)(=[O:10])=[O:9])=[CH:4][C:3]=1[C:32]([F:35])([F:34])[F:33].[CH3:36]O.[OH-].[Na+], predict the reaction product. The product is: [F:1][C:2]1[CH:31]=[CH:30][C:5]([CH2:6][N:7]([C:20]2[S:24][C:23]3[CH:25]=[CH:26][CH:27]=[CH:28][C:22]=3[C:21]=2[CH3:29])[S:8]([C:11]2[CH:16]=[CH:15][C:14]([C:17]([O:19][CH3:36])=[O:18])=[CH:13][CH:12]=2)(=[O:9])=[O:10])=[CH:4][C:3]=1[C:32]([F:35])([F:33])[F:34]. (4) Given the reactants [CH3:1][O:2][C:3]1[C:4]([O:9][CH2:10][C:11]#[CH:12])=[N:5][CH:6]=[N:7][CH:8]=1.I[C:14]1[CH:15]=[C:16]([CH2:20][C:21]#[N:22])[CH:17]=[CH:18][CH:19]=1.N1CCCCC1.[Cl-].[NH4+], predict the reaction product. The product is: [CH3:1][O:2][C:3]1[C:4]([O:9][CH2:10][C:11]#[C:12][C:14]2[CH:15]=[C:16]([CH2:20][C:21]#[N:22])[CH:17]=[CH:18][CH:19]=2)=[N:5][CH:6]=[N:7][CH:8]=1. (5) Given the reactants [F:1][C@H:2]1[C@@H:7]([O:8][C:9]2[C:16]([CH3:17])=[CH:15][C:14]([C:18]3[N:23]=[C:22]([NH:24][C:25]4[CH:30]=[CH:29][C:28]([N:31]5[CH2:36][CH2:35][N:34]([CH:37]6[CH2:40][O:39][CH2:38]6)[CH2:33][CH2:32]5)=[CH:27][CH:26]=4)[N:21]=[CH:20][N:19]=3)=[CH:13][C:10]=2[C:11]#[N:12])[CH2:6][CH2:5][NH:4][CH2:3]1.CN(C(ON1N=NC2C=CC=NC1=2)=[N+](C)C)C.F[P-](F)(F)(F)(F)F.CCN(C(C)C)C(C)C.[OH:74][C@@H:75]([CH3:79])[C:76](O)=[O:77], predict the reaction product. The product is: [F:1][C@H:2]1[C@@H:7]([O:8][C:9]2[C:16]([CH3:17])=[CH:15][C:14]([C:18]3[N:23]=[C:22]([NH:24][C:25]4[CH:26]=[CH:27][C:28]([N:31]5[CH2:32][CH2:33][N:34]([CH:37]6[CH2:38][O:39][CH2:40]6)[CH2:35][CH2:36]5)=[CH:29][CH:30]=4)[N:21]=[CH:20][N:19]=3)=[CH:13][C:10]=2[C:11]#[N:12])[CH2:6][CH2:5][N:4]([C:76](=[O:77])[C@@H:75]([OH:74])[CH3:79])[CH2:3]1. (6) Given the reactants [O-]S(S([O-])=O)=O.[Na+].[Na+].[N:9]([C:11]1[C:12](=[O:19])[NH:13][C:14](=[O:18])[NH:15][C:16]=1[NH2:17])=O, predict the reaction product. The product is: [NH2:9][C:11]1[C:12](=[O:19])[NH:13][C:14](=[O:18])[NH:15][C:16]=1[NH2:17].